From a dataset of Full USPTO retrosynthesis dataset with 1.9M reactions from patents (1976-2016). Predict the reactants needed to synthesize the given product. (1) Given the product [I:9][C:6]1[CH:5]=[CH:4][N:3]=[C:2]([N:11]([CH3:10])[C:12]2[CH:17]=[CH:16][CH:15]=[CH:14][CH:13]=2)[C:7]=1[CH3:8], predict the reactants needed to synthesize it. The reactants are: F[C:2]1[C:7]([CH3:8])=[C:6]([I:9])[CH:5]=[CH:4][N:3]=1.[CH3:10][NH:11][C:12]1[CH:17]=[CH:16][CH:15]=[CH:14][CH:13]=1. (2) Given the product [CH3:1][O:2][C:3]1[CH2:7][CH:6]([CH2:30][CH2:29][N+:26]([O-:28])=[O:27])[C:5](=[O:8])[C:4]=1[C:9]1[C:14]([CH3:15])=[CH:13][C:12]([CH3:16])=[CH:11][C:10]=1[CH3:17], predict the reactants needed to synthesize it. The reactants are: [CH3:1][O:2][C:3]1[CH2:7][CH2:6][C:5](=[O:8])[C:4]=1[C:9]1[C:14]([CH3:15])=[CH:13][C:12]([CH3:16])=[CH:11][C:10]=1[CH3:17].C([N-]C(C)C)(C)C.[Li+].[N+:26]([CH:29]=[CH2:30])([O-:28])=[O:27]. (3) Given the product [CH3:24][O:23][C:20]1[CH:21]=[CH:22][C:17]([CH2:16][N:15]([CH2:25][C:26]2[CH:31]=[CH:30][C:29]([O:32][CH3:33])=[CH:28][CH:27]=2)[C:10]2[N:11]=[C:12]([CH3:14])[N:13]=[C:8]([C:7]3[C:2]([NH:55][C:52]4[CH:53]=[C:54]5[C:49]([CH:48]=[CH:47][N:46]=[CH:45]5)=[CH:50][CH:51]=4)=[N:3][CH:4]=[C:5]([CH2:34][N:35]4[CH2:40][CH2:39][N:38]([S:41]([CH3:44])(=[O:43])=[O:42])[CH2:37][CH2:36]4)[CH:6]=3)[N:9]=2)=[CH:18][CH:19]=1, predict the reactants needed to synthesize it. The reactants are: F[C:2]1[C:7]([C:8]2[N:13]=[C:12]([CH3:14])[N:11]=[C:10]([N:15]([CH2:25][C:26]3[CH:31]=[CH:30][C:29]([O:32][CH3:33])=[CH:28][CH:27]=3)[CH2:16][C:17]3[CH:22]=[CH:21][C:20]([O:23][CH3:24])=[CH:19][CH:18]=3)[N:9]=2)=[CH:6][C:5]([CH2:34][N:35]2[CH2:40][CH2:39][N:38]([S:41]([CH3:44])(=[O:43])=[O:42])[CH2:37][CH2:36]2)=[CH:4][N:3]=1.[CH:45]1[C:54]2[C:49](=[CH:50][CH:51]=[C:52]([NH2:55])[CH:53]=2)[CH:48]=[CH:47][N:46]=1.C[Si]([N-][Si](C)(C)C)(C)C.[Na+].CO. (4) Given the product [NH2:1][C:2]1[N:7]=[CH:6][N:5]=[C:4]2[N:8]([C@@H:26]3[CH2:31][CH2:30][CH2:29][N:28]([C:32]([C:33](=[CH:40][CH:37]4[CH2:39][CH2:38]4)[C:34]#[N:35])=[O:36])[CH2:27]3)[N:9]=[C:10]([C:11]3[CH:16]=[CH:15][C:14]([O:17][C:18]4[CH:19]=[C:20]([F:25])[CH:21]=[C:22]([F:24])[CH:23]=4)=[CH:13][CH:12]=3)[C:3]=12, predict the reactants needed to synthesize it. The reactants are: [NH2:1][C:2]1[N:7]=[CH:6][N:5]=[C:4]2[N:8]([C@@H:26]3[CH2:31][CH2:30][CH2:29][N:28]([C:32](=[O:36])[CH2:33][C:34]#[N:35])[CH2:27]3)[N:9]=[C:10]([C:11]3[CH:16]=[CH:15][C:14]([O:17][C:18]4[CH:23]=[C:22]([F:24])[CH:21]=[C:20]([F:25])[CH:19]=4)=[CH:13][CH:12]=3)[C:3]=12.[CH:37]1([CH:40]=O)[CH2:39][CH2:38]1.N1CCCCC1.ClCCl.